This data is from Full USPTO retrosynthesis dataset with 1.9M reactions from patents (1976-2016). The task is: Predict the reactants needed to synthesize the given product. Given the product [ClH:1].[ClH:1].[Cl:1][C:4]1[S:8][C:7]([CH:9]([C:17]2([OH:23])[CH2:22][CH2:21][CH2:20][CH2:19][CH2:18]2)[CH2:10][N:11]2[CH2:16][CH2:15][NH:14][CH2:13][CH2:12]2)=[CH:6][CH:5]=1, predict the reactants needed to synthesize it. The reactants are: [ClH:1].Cl.Br[C:4]1[S:8][C:7]([CH:9]([C:17]2([OH:23])[CH2:22][CH2:21][CH2:20][CH2:19][CH2:18]2)[CH2:10][N:11]2[CH2:16][CH2:15][NH:14][CH2:13][CH2:12]2)=[CH:6][CH:5]=1.BrC1SC(C(C2(O)CCCCC2)C(N2CCN(C(OC(C)(C)C)=O)CC2)=O)=CC=1.Cl.